The task is: Predict which catalyst facilitates the given reaction.. This data is from Catalyst prediction with 721,799 reactions and 888 catalyst types from USPTO. (1) Reactant: C(OC(C)(C)C)(=O)[NH:2][NH2:3].[CH3:10][C:11]1[O:15][C:14]([C:16](Cl)=[O:17])=[CH:13][CH:12]=1. Product: [CH3:10][C:11]1[O:15][C:14]([C:16]([NH:2][NH2:3])=[O:17])=[CH:13][CH:12]=1. The catalyst class is: 2. (2) The catalyst class is: 37. Product: [F:9][CH:10]([F:28])[C:19]1[CH:24]=[CH:23][CH:22]=[CH:21][C:20]=1[CH:25]([CH3:26])[CH3:27]. Reactant: BrC1C=CC(F)=CC=1.[F:9][C:10]([F:28])([C:19]1[CH:24]=[CH:23][CH:22]=[CH:21][C:20]=1[CH:25]([CH3:27])[CH3:26])C(C1C=CC=CC=1)=O.[OH-].[K+].O. (3) Reactant: [F:1][CH:2]1[C:7]([F:9])([F:8])[C:6]2([CH2:12][CH2:13][CH3:14])[CH2:10][CH2:11][C:3]1([O:15]C(CCCCC)=O)[CH2:4][CH2:5]2.[OH-].[K+].O.Cl. Product: [F:1][CH:2]1[C:7]([F:8])([F:9])[C:6]2([CH2:12][CH2:13][CH3:14])[CH2:10][CH2:11][C:3]1([OH:15])[CH2:4][CH2:5]2. The catalyst class is: 336.